Dataset: Full USPTO retrosynthesis dataset with 1.9M reactions from patents (1976-2016). Task: Predict the reactants needed to synthesize the given product. (1) The reactants are: N[C:2]1[N:10]=[C:9]2[C:5]([N:6]=[CH:7][N:8]2[C@@H]2O[C@H](CO)[C@@H](O)[C@H]2O)=[C:4](N)[N:3]=1.CN(C=O)C.CC([Si](Cl)(C(C)C)C(C)C)C. Given the product [N:3]1[CH:4]=[C:5]2[C:9]([N:8]=[CH:7][NH:6]2)=[N:10][CH:2]=1, predict the reactants needed to synthesize it. (2) Given the product [CH2:1]([O:3][C:4](=[O:14])[CH2:5][CH:6]1[CH2:7][CH2:8][N:9]([O:12][CH3:13])[CH2:10][CH2:11]1)[CH3:2], predict the reactants needed to synthesize it. The reactants are: [CH2:1]([O:3][C:4](=[O:14])[CH:5]=[C:6]1[CH2:11][CH2:10][N:9]([O:12][CH3:13])[CH2:8][CH2:7]1)[CH3:2]. (3) Given the product [F:8][C:9]1[CH:17]=[C:16]2[C:12]([C:13]([C:25](=[O:26])[CH:33]([NH:32][C:31]3[CH:40]=[CH:41][CH:42]=[C:29]([O:28][CH3:27])[CH:30]=3)[C:34]3[CH:35]=[N:36][CH:37]=[CH:38][CH:39]=3)=[CH:14][NH:15]2)=[CH:11][CH:10]=1, predict the reactants needed to synthesize it. The reactants are: C(N(CC)CC)C.[F:8][C:9]1[CH:17]=[C:16]2[C:12]([C:13]([CH:25]=[O:26])=[CH:14][N:15]2C(OC(C)(C)C)=O)=[CH:11][CH:10]=1.[CH3:27][O:28][C:29]1[CH:30]=[C:31]([CH:40]=[CH:41][CH:42]=1)[N:32]=[CH:33][C:34]1[CH:35]=[N:36][CH:37]=[CH:38][CH:39]=1. (4) The reactants are: [NH2:1][N:2]1[N:11]=[C:10]([C:12]2[CH:17]=[CH:16][C:15]([Cl:18])=[CH:14][CH:13]=2)[C:9]2[C:4](=[CH:5][CH:6]=[CH:7][CH:8]=2)[C:3]1=[O:19].[CH3:20][O:21][C:22]1[CH:27]=[CH:26][C:25]([CH2:28][C:29](O)=[O:30])=[CH:24][CH:23]=1. Given the product [Cl:18][C:15]1[CH:16]=[CH:17][C:12]([C:10]2[C:9]3[C:4](=[CH:5][CH:6]=[CH:7][CH:8]=3)[C:3](=[O:19])[N:2]([NH:1][C:29](=[O:30])[CH2:28][C:25]3[CH:26]=[CH:27][C:22]([O:21][CH3:20])=[CH:23][CH:24]=3)[N:11]=2)=[CH:13][CH:14]=1, predict the reactants needed to synthesize it. (5) Given the product [OH:34][C@@H:35]1[CH2:54][N:38]2[CH2:39][C@@H:40]([C:50]([O:52][CH3:53])=[O:51])[N:41]([C:43]([O:45][C:46]([CH3:48])([CH3:49])[CH3:47])=[O:44])[CH2:42][C@H:37]2[CH2:36]1, predict the reactants needed to synthesize it. The reactants are: N(C(OC(C)C)=O)=NC(OC(C)C)=O.C1(P(C2C=CC=CC=2)C2C=CC=CC=2)C=CC=CC=1.[OH:34][C@H:35]1[CH2:54][N:38]2[CH2:39][C@@H:40]([C:50]([O:52][CH3:53])=[O:51])[N:41]([C:43]([O:45][C:46]([CH3:49])([CH3:48])[CH3:47])=[O:44])[CH2:42][C@H:37]2[CH2:36]1.[OH-].[Na+].Cl. (6) The reactants are: [Cl:1][C:2]1[N:7]=[C:6]([C:8]([O:10][CH2:11][CH3:12])=[O:9])[C:5](F)=[CH:4][N:3]=1.[NH:14]1[CH2:19][CH2:18][O:17][CH2:16][CH2:15]1. Given the product [Cl:1][C:2]1[N:7]=[C:6]([C:8]([O:10][CH2:11][CH3:12])=[O:9])[C:5]([N:14]2[CH2:19][CH2:18][O:17][CH2:16][CH2:15]2)=[CH:4][N:3]=1, predict the reactants needed to synthesize it. (7) Given the product [C:1]([O:5][C:6]([N:8]1[CH2:12][CH:11]([O:13][C:14]2[C:23]3[C:18](=[CH:19][C:20]([O:24][CH3:25])=[CH:21][CH:22]=3)[N:17]=[C:16]([C:26]3[CH:31]=[CH:30][CH:29]=[CH:28][N:27]=3)[CH:15]=2)[CH2:10][CH:9]1[C:32](=[O:34])[NH:38][C:41]1([C:42]([NH:59][S:60]([C:63]2([CH2:66][CH:67]3[CH2:69][CH2:68]3)[CH2:64][CH2:65]2)(=[O:61])=[O:62])=[O:45])[CH2:43][CH:71]1[CH:70]=[CH2:75])=[O:7])([CH3:2])([CH3:4])[CH3:3], predict the reactants needed to synthesize it. The reactants are: [C:1]([O:5][C:6]([N:8]1[CH2:12][CH:11]([O:13][C:14]2[C:23]3[C:18](=[CH:19][C:20]([O:24][CH3:25])=[CH:21][CH:22]=3)[N:17]=[C:16]([C:26]3[CH:31]=[CH:30][CH:29]=[CH:28][N:27]=3)[CH:15]=2)[CH2:10][CH:9]1[C:32]([OH:34])=O)=[O:7])([CH3:4])([CH3:3])[CH3:2].C([N:38]([CH:41]([CH3:43])[CH3:42])CC)(C)C.C(O)(C(F)(F)F)=[O:45].NC1(C([NH:59][S:60]([C:63]2([CH2:66][CH:67]3[CH2:69][CH2:68]3)[CH2:65][CH2:64]2)(=[O:62])=[O:61])=O)CC1C=C.[CH:70]1[CH:71]=CC2N(O)N=NC=2[CH:75]=1.CN(C(ON1N=NC2C=CC=NC1=2)=[N+](C)C)C.F[P-](F)(F)(F)(F)F. (8) Given the product [C:38]([N:27]1[CH2:28][CH2:29][CH2:30][C@H:26]1[C:8]1[N:4]2[CH:5]=[CH:6][N:7]=[C:2]([CH3:1])[C:3]2=[C:10]([C:11]2[CH:25]=[CH:24][C:14]([C:15]([NH:17][C:18]3[CH:23]=[CH:22][CH:21]=[CH:20][N:19]=3)=[O:16])=[CH:13][CH:12]=2)[N:9]=1)(=[O:42])[C:39]#[C:40][CH3:41], predict the reactants needed to synthesize it. The reactants are: [CH3:1][C:2]1[C:3]2[N:4]([C:8]([C@@H:26]3[CH2:30][CH2:29][CH2:28][NH:27]3)=[N:9][C:10]=2[C:11]2[CH:25]=[CH:24][C:14]([C:15]([NH:17][C:18]3[CH:23]=[CH:22][CH:21]=[CH:20][N:19]=3)=[O:16])=[CH:13][CH:12]=2)[CH:5]=[CH:6][N:7]=1.C(N(CC)CC)C.[C:38](O)(=[O:42])[C:39]#[C:40][CH3:41].CN(C(ON1N=NC2C=CC=NC1=2)=[N+](C)C)C.F[P-](F)(F)(F)(F)F. (9) The reactants are: [CH3:1][O:2][C:3]1[C:4]([CH2:12][N:13]([CH3:15])[CH3:14])=[C:5]2[C:9](=[CH:10][CH:11]=1)[NH:8][CH:7]=[CH:6]2.CN(C=O)C.[F:21][C:22]1[CH:27]=[CH:26][C:25]([S:28](Cl)(=[O:30])=[O:29])=[CH:24][C:23]=1[C:32]([F:35])([F:34])[F:33]. Given the product [F:21][C:22]1[CH:27]=[CH:26][C:25]([S:28]([N:8]2[C:9]3[C:5](=[C:4]([CH2:12][N:13]([CH3:14])[CH3:15])[C:3]([O:2][CH3:1])=[CH:11][CH:10]=3)[CH:6]=[CH:7]2)(=[O:29])=[O:30])=[CH:24][C:23]=1[C:32]([F:35])([F:33])[F:34], predict the reactants needed to synthesize it.